This data is from Full USPTO retrosynthesis dataset with 1.9M reactions from patents (1976-2016). The task is: Predict the reactants needed to synthesize the given product. (1) Given the product [F:41][C:19]1[CH:20]=[C:21]([NH:24][C:25]([C:27]2[C:28](=[O:40])[N:29]([C:33]3[CH:38]=[CH:37][C:36]([F:39])=[CH:35][CH:34]=3)[N:30]=[CH:31][CH:32]=2)=[O:26])[CH:22]=[CH:23][C:18]=1[O:17][C:16]1[CH:15]=[CH:14][N:13]=[C:12]2[NH:8][N:9]=[C:10]([CH:42]3[CH2:47][CH2:46][N:45]([CH3:48])[CH2:44][CH2:43]3)[C:11]=12, predict the reactants needed to synthesize it. The reactants are: COC1C=CC(C[N:8]2[C:12]3=[N:13][CH:14]=[CH:15][C:16]([O:17][C:18]4[CH:23]=[CH:22][C:21]([NH:24][C:25]([C:27]5[C:28](=[O:40])[N:29]([C:33]6[CH:38]=[CH:37][C:36]([F:39])=[CH:35][CH:34]=6)[N:30]=[CH:31][CH:32]=5)=[O:26])=[CH:20][C:19]=4[F:41])=[C:11]3[C:10]([CH:42]3[CH2:47][CH2:46][N:45]([CH3:48])[CH2:44][CH2:43]3)=[N:9]2)=CC=1.C(O)(C(F)(F)F)=O. (2) Given the product [CH3:16][C:17]1([CH3:34])[O:21][CH:2]([CH2:1][N:8]2[CH2:9][CH2:10][NH:11][CH2:12][CH2:13]2)[CH2:7][O:18]1, predict the reactants needed to synthesize it. The reactants are: [CH2:1]([N:8]1[CH2:13][CH2:12][NH:11][CH2:10][CH2:9]1)[C:2]1[CH:7]=CC=CC=1.[H-].[Na+].[CH3:16][C:17]1([CH3:34])[O:21]C(COS(C2C=CC(C)=CC=2)(=O)=O)C[O:18]1. (3) The reactants are: [CH:1]([C:3]1[CH:12]=[CH:11][C:6]([C:7]([O:9][CH3:10])=[O:8])=[CH:5][C:4]=1[N+]([O-])=O)=O.C([O-])([O-])=O.[K+].[K+].[C:22]([O:26][CH3:27])(=[O:25])[CH2:23][SH:24]. Given the product [CH3:27][O:26][C:22]([C:23]1[S:24][C:4]2[CH:5]=[C:6]([C:7]([O:9][CH3:10])=[O:8])[CH:11]=[CH:12][C:3]=2[CH:1]=1)=[O:25], predict the reactants needed to synthesize it. (4) Given the product [CH3:13][C:2]([N:14]1[CH2:19][CH2:18][CH2:17][CH2:16][CH2:15]1)([CH3:1])[C:3]([C:5]1[CH:10]=[CH:9][C:8]([S:11]([CH3:12])=[O:25])=[CH:7][CH:6]=1)=[O:4], predict the reactants needed to synthesize it. The reactants are: [CH3:1][C:2]([N:14]1[CH2:19][CH2:18][CH2:17][CH2:16][CH2:15]1)([CH3:13])[C:3]([C:5]1[CH:10]=[CH:9][C:8]([S:11][CH3:12])=[CH:7][CH:6]=1)=[O:4].ClC1C=C(C=CC=1)C(OO)=[O:25]. (5) Given the product [Cl:1][C:2]1[C:3]2[S:17][C:16]([C:15]([O:19][CH3:20])=[O:18])=[CH:5][C:4]=2[CH:7]=[C:8]([C:10]([F:13])([F:12])[F:11])[CH:9]=1, predict the reactants needed to synthesize it. The reactants are: [Cl:1][C:2]1[C:3](F)=[C:4]([CH:7]=[C:8]([C:10]([F:13])([F:12])[F:11])[CH:9]=1)[CH:5]=O.[C:15]([O:19][CH3:20])(=[O:18])[CH2:16][SH:17].C(=O)([O-])[O-].[K+].[K+].CN(C)C=O. (6) Given the product [Br:7][C:6]1[C:2]([C:16]2[CH:15]=[CH:14][C:13]([NH:26][S:27]([CH3:30])(=[O:28])=[O:29])=[CH:12][C:11]=2[CH3:10])=[C:3]([CH:8]=[O:9])[S:4][CH:5]=1, predict the reactants needed to synthesize it. The reactants are: Br[C:2]1[C:6]([Br:7])=[CH:5][S:4][C:3]=1[CH:8]=[O:9].[CH3:10][C:11]1[CH:12]=[C:13]([NH:26][S:27]([CH3:30])(=[O:29])=[O:28])[CH:14]=[CH:15][C:16]=1B1OC(C)(C)C(C)(C)O1.C([O-])([O-])=O.[Na+].[Na+]. (7) The reactants are: C([O:3][C:4](=[O:25])[C@@H:5]([O:22][CH2:23][CH3:24])[CH2:6][C:7]1[CH:12]=[CH:11][C:10]([O:13][CH2:14][C:15]2[S:16][C:17](Br)=[CH:18][C:19]=2[CH3:20])=[CH:9][CH:8]=1)C.[CH3:26][N:27]1[C:32](=[O:33])[CH2:31][CH2:30][C:29]([C:34]2[CH:39]=[CH:38][C:37](B3OC(C)(C)C(C)(C)O3)=[CH:36][CH:35]=2)=[N:28]1. Given the product [CH2:23]([O:22][C@@H:5]([CH2:6][C:7]1[CH:8]=[CH:9][C:10]([O:13][CH2:14][C:15]2[S:16][C:17]([C:37]3[CH:36]=[CH:35][C:34]([C:29]4[CH2:30][CH2:31][C:32](=[O:33])[N:27]([CH3:26])[N:28]=4)=[CH:39][CH:38]=3)=[CH:18][C:19]=2[CH3:20])=[CH:11][CH:12]=1)[C:4]([OH:3])=[O:25])[CH3:24], predict the reactants needed to synthesize it.